This data is from Full USPTO retrosynthesis dataset with 1.9M reactions from patents (1976-2016). The task is: Predict the reactants needed to synthesize the given product. (1) Given the product [NH2:29][C:11]1[N:12]=[CH:13][C:14]([C:16]2[N:20]([CH2:21][CH3:22])[N:19]=[C:18]([CH:23]3[CH2:28][CH2:27][N:26]([C:36]([C@@H:34]4[CH2:33][O:32][C:31]([CH3:39])([CH3:30])[O:35]4)=[O:37])[CH2:25][CH2:24]3)[N:17]=2)=[N:15][C:10]=1[C:8]1[O:9][C:5]([C:1]([CH3:2])([CH3:3])[CH3:4])=[N:6][N:7]=1, predict the reactants needed to synthesize it. The reactants are: [C:1]([C:5]1[O:9][C:8]([C:10]2[C:11]([NH2:29])=[N:12][CH:13]=[C:14]([C:16]3[N:20]([CH2:21][CH3:22])[N:19]=[C:18]([CH:23]4[CH2:28][CH2:27][NH:26][CH2:25][CH2:24]4)[N:17]=3)[N:15]=2)=[N:7][N:6]=1)([CH3:4])([CH3:3])[CH3:2].[CH3:30][C:31]1([CH3:39])[O:35][C@H:34]([C:36]([O-])=[O:37])[CH2:33][O:32]1.[K+].CCN=C=NCCCN(C)C.O.ON1C2C=CC=CC=2N=N1.CCN(C(C)C)C(C)C. (2) Given the product [Br:19][C:20]1[CH:25]=[C:24]([OH:2])[CH:23]=[C:22]([Cl:26])[CH:21]=1, predict the reactants needed to synthesize it. The reactants are: B1(B2OC(C)(C)C(C)(C)O2)OC(C)(C)C(C)(C)[O:2]1.[Br:19][C:20]1[CH:25]=[CH:24][CH:23]=[C:22]([Cl:26])[CH:21]=1.OOS([O-])=O.[K+]. (3) Given the product [NH2:1][C:2]1[S:6][N:5]=[C:4]([C:7]2[CH:8]=[CH:9][C:10]([NH:13][C:35]([NH:34][C:28]3[CH:29]=[C:30]([CH3:33])[CH:31]=[CH:32][C:27]=3[F:26])=[O:36])=[CH:11][CH:12]=2)[C:3]=1[C:14]([NH2:16])=[O:15], predict the reactants needed to synthesize it. The reactants are: [NH2:1][C:2]1[S:6][N:5]=[C:4]([C:7]2[CH:12]=[CH:11][C:10]([NH2:13])=[CH:9][CH:8]=2)[C:3]=1[C:14]([NH2:16])=[O:15].C(N(CC)C(C)C)(C)C.[F:26][C:27]1[CH:32]=[CH:31][C:30]([CH3:33])=[CH:29][C:28]=1[N:34]=[C:35]=[O:36]. (4) Given the product [C:1]([O:4][CH2:5][C:6]([NH:9][C:10]1[CH:11]=[CH:12][C:13]([S:16]([N:19]([C:21]2[CH:40]=[CH:39][C:24]3[N:25]([CH2:32][CH:33]4[CH2:38][CH2:37][O:36][CH2:35][CH2:34]4)[C:26]([C:28]([F:30])([F:31])[CH3:29])=[N:27][C:23]=3[CH:22]=2)[CH3:20])(=[O:17])=[O:18])=[CH:14][CH:15]=1)=[O:7])(=[O:3])[CH3:2], predict the reactants needed to synthesize it. The reactants are: [C:1]([O:4][CH2:5][C:6](Cl)=[O:7])(=[O:3])[CH3:2].[NH2:9][C:10]1[CH:15]=[CH:14][C:13]([S:16]([N:19]([C:21]2[CH:40]=[CH:39][C:24]3[N:25]([CH2:32][CH:33]4[CH2:38][CH2:37][O:36][CH2:35][CH2:34]4)[C:26]([C:28]([F:31])([F:30])[CH3:29])=[N:27][C:23]=3[CH:22]=2)[CH3:20])(=[O:18])=[O:17])=[CH:12][CH:11]=1.CCN(CC)CC. (5) Given the product [ClH:1].[ClH:1].[ClH:1].[CH:15]([N:12]1[CH2:13][CH2:14][N:9]([CH2:8][C:5]2[CH:4]=[CH:3][C:2]([C:26]3[CH:25]=[CH:24][C:23]([S:20]([N:19]([CH3:32])[CH3:18])(=[O:21])=[O:22])=[CH:28][CH:27]=3)=[N:7][CH:6]=2)[CH2:10][CH2:11]1)([CH3:17])[CH3:16], predict the reactants needed to synthesize it. The reactants are: [Cl:1][C:2]1[N:7]=[CH:6][C:5]([CH2:8][N:9]2[CH2:14][CH2:13][N:12]([CH:15]([CH3:17])[CH3:16])[CH2:11][CH2:10]2)=[CH:4][CH:3]=1.[CH3:18][N:19]([CH3:32])[S:20]([C:23]1[CH:28]=[CH:27][C:26](B(O)O)=[CH:25][CH:24]=1)(=[O:22])=[O:21]. (6) Given the product [C:1]([O:5][C:6]([N:8]1[CH2:12][CH2:11][CH2:10][C@@H:9]1[CH2:13][O:14][C:15]1[C:16]([C:21]([OH:23])=[O:22])=[N:17][CH:18]=[CH:19][CH:20]=1)=[O:7])([CH3:4])([CH3:2])[CH3:3], predict the reactants needed to synthesize it. The reactants are: [C:1]([O:5][C:6]([N:8]1[CH2:12][CH2:11][CH2:10][C@@H:9]1[CH2:13][O:14][C:15]1[C:16]([C:21]([O:23]CC)=[O:22])=[N:17][CH:18]=[CH:19][CH:20]=1)=[O:7])([CH3:4])([CH3:3])[CH3:2].COC1C=C(OC[C@H]2CCCN2C([C@H]2CC[C@H](C(F)(F)F)CC2)=O)C(C(OCC)=O)=NC=1.